This data is from Peptide-MHC class II binding affinity with 134,281 pairs from IEDB. The task is: Regression. Given a peptide amino acid sequence and an MHC pseudo amino acid sequence, predict their binding affinity value. This is MHC class II binding data. (1) The peptide sequence is GDEQKLRSAGELELQFRRVK. The MHC is DRB1_1201 with pseudo-sequence DRB1_1201. The binding affinity (normalized) is 0.267. (2) The MHC is HLA-DQA10501-DQB10301 with pseudo-sequence HLA-DQA10501-DQB10301. The peptide sequence is RDLEVVAATPTSLLI. The binding affinity (normalized) is 0.802. (3) The peptide sequence is AFKVAATAANAAPAG. The MHC is HLA-DPA10103-DPB10301 with pseudo-sequence HLA-DPA10103-DPB10301. The binding affinity (normalized) is 0.772. (4) The peptide sequence is ERIFKRFDTNGDGKI. The MHC is DRB3_0202 with pseudo-sequence DRB3_0202. The binding affinity (normalized) is 0.340.